Predict the product of the given reaction. From a dataset of Forward reaction prediction with 1.9M reactions from USPTO patents (1976-2016). (1) Given the reactants Cl.N[C@@H:3]([C:30]1[CH:35]=[CH:34][CH:33]=[CH:32][CH:31]=1)[C:4]([N:6]([C:22]1[CH:27]=[CH:26][C:25]([CH3:28])=[C:24]([CH3:29])[CH:23]=1)[CH2:7][CH2:8][C:9]1[C:14]([F:15])=[CH:13][C:12]([C:16]([F:19])([F:18])[F:17])=[C:11]([F:20])[C:10]=1[F:21])=[O:5].C(C(O)=O)(=[O:43])C1C=CC=CC=1, predict the reaction product. The product is: [CH3:29][C:24]1[CH:23]=[C:22]([N:6]([CH2:7][CH2:8][C:9]2[C:14]([F:15])=[CH:13][C:12]([C:16]([F:18])([F:17])[F:19])=[C:11]([F:20])[C:10]=2[F:21])[C:4](=[O:5])[C:3](=[O:43])[C:30]2[CH:35]=[CH:34][CH:33]=[CH:32][CH:31]=2)[CH:27]=[CH:26][C:25]=1[CH3:28]. (2) The product is: [F:34][C:31]1[CH:32]=[CH:33][C:28]([CH2:27][C:26]2[O:23][C:22]([C:10]3[N:11]=[C:12]4[N:17]([C:18](=[O:19])[C:9]=3[OH:8])[CH2:16][CH2:15][O:14][C:13]4([CH3:21])[CH3:20])=[N:24][CH:25]=2)=[CH:29][CH:30]=1. Given the reactants C([O:8][C:9]1[C:18](=[O:19])[N:17]2[C:12]([C:13]([CH3:21])([CH3:20])[O:14][CH2:15][CH2:16]2)=[N:11][C:10]=1[C:22]([NH:24][CH2:25][C:26](=O)[CH2:27][C:28]1[CH:33]=[CH:32][C:31]([F:34])=[CH:30][CH:29]=1)=[O:23])C1C=CC=CC=1.O=P(Cl)(Cl)Cl, predict the reaction product. (3) Given the reactants [N:1]1[CH:6]=[CH:5][CH:4]=[C:3]([CH2:7][OH:8])[CH:2]=1.C1(P(C2C=CC=CC=2)C2C=CC=CC=2)C=CC=CC=1.CCOC(/N=N/C(OCC)=O)=O.[CH3:40][O:41][C:42]1[C:43]([CH3:70])=[C:44]([C:61]([O:68][CH3:69])=[C:62]([O:66][CH3:67])[C:63]=1[O:64][CH3:65])[CH2:45][C:46]1[CH:47]=[CH:48][C:49](O)=[C:50]([CH:59]=1)[C:51]([N:53]1[CH2:58][CH2:57][O:56][CH2:55][CH2:54]1)=[O:52].[OH-].[Na+], predict the reaction product. The product is: [CH3:40][O:41][C:42]1[C:43]([CH3:70])=[C:44]([C:61]([O:68][CH3:69])=[C:62]([O:66][CH3:67])[C:63]=1[O:64][CH3:65])[CH2:45][C:46]1[CH:47]=[CH:48][C:49]([O:8][CH2:7][C:3]2[CH:2]=[N:1][CH:6]=[CH:5][CH:4]=2)=[C:50]([CH:59]=1)[C:51]([N:53]1[CH2:54][CH2:55][O:56][CH2:57][CH2:58]1)=[O:52]. (4) Given the reactants [F:1][C:2]([F:16])([CH2:12][CH2:13][CH2:14][CH3:15])[C:3](=[O:11])[CH2:4]P(=O)(OC)OC.[H-].[Li+].[O:19]=[C:20]1[O:24][C@H:23]2[CH2:25][C@@H:26]([O:30][C:31]([C:33]3[CH:38]=[CH:37][CH:36]=[CH:35][CH:34]=3)=[O:32])[C@H:27]([CH:28]=O)[C@H:22]2[CH2:21]1.O, predict the reaction product. The product is: [F:16][C:2]([F:1])([CH2:12][CH2:13][CH2:14][CH3:15])[C:3](=[O:11])/[CH:4]=[CH:28]/[C@@H:27]1[C@@H:22]2[C@@H:23]([O:24][C:20](=[O:19])[CH2:21]2)[CH2:25][C@H:26]1[O:30][C:31]([C:33]1[CH:38]=[CH:37][CH:36]=[CH:35][CH:34]=1)=[O:32]. (5) The product is: [Cl:31][C:29]1[CH:30]=[C:25]([CH2:24][NH:23][C:22](=[O:34])[O:21][CH3:20])[CH:26]=[N:27][C:28]=1[NH:32][NH:33][C:18]([NH:17][CH:16]1[C:11]2[CH:12]=[N:13][CH:14]=[CH:15][C:10]=2[CH2:9][CH2:8][C:7]2[C:2]([F:1])=[CH:3][CH:4]=[CH:5][C:6]1=2)=[S:19]. Given the reactants [F:1][C:2]1[C:7]2[CH2:8][CH2:9][C:10]3[CH:15]=[CH:14][N:13]=[CH:12][C:11]=3[CH:16]([N:17]=[C:18]=[S:19])[C:6]=2[CH:5]=[CH:4][CH:3]=1.[CH3:20][O:21][C:22](=[O:34])[NH:23][CH2:24][C:25]1[CH:26]=[N:27][C:28]([NH:32][NH2:33])=[C:29]([Cl:31])[CH:30]=1, predict the reaction product. (6) Given the reactants [N+:1]([C:4]1[CH:12]=[C:11]([C:13]([F:16])([F:15])[F:14])[CH:10]=[CH:9][C:5]=1[C:6]([OH:8])=[O:7])([O-:3])=[O:2].[C:17](OC)(OC)(OC)C, predict the reaction product. The product is: [N+:1]([C:4]1[CH:12]=[C:11]([C:13]([F:14])([F:15])[F:16])[CH:10]=[CH:9][C:5]=1[C:6]([O:8][CH3:17])=[O:7])([O-:3])=[O:2]. (7) Given the reactants [C:1]([C:3]1[CH:8]=[CH:7][CH:6]=[CH:5][C:4]=1[C:9]1[CH:17]=[CH:16][C:12]([C:13](O)=[O:14])=[C:11]([NH:18][CH2:19][CH2:20][C:21]2[CH:26]=[CH:25][CH:24]=[C:23]([F:27])[CH:22]=2)[N:10]=1)#[N:2].[Br:28][C:29]1[N:34]=[C:33](NC)[CH:32]=[CH:31][CH:30]=1.C1N=C[N:39](C(N2C=NC=C2)=O)[CH:38]=1, predict the reaction product. The product is: [Br:28][C:29]1[N:34]=[C:33]([CH2:38][NH:39][C:13](=[O:14])[C:12]2[CH:16]=[CH:17][C:9]([C:4]3[CH:5]=[CH:6][CH:7]=[CH:8][C:3]=3[C:1]#[N:2])=[N:10][C:11]=2[NH:18][CH2:19][CH2:20][C:21]2[CH:26]=[CH:25][CH:24]=[C:23]([F:27])[CH:22]=2)[CH:32]=[CH:31][CH:30]=1. (8) Given the reactants Br[CH2:2][C:3](Br)=[O:4].[CH2:6]([NH:8][CH2:9][CH3:10])[CH3:7].[CH2:11]([C:13]1[CH:19]=[CH:18][C:16]([NH2:17])=[CH:15][CH:14]=1)[CH3:12].[C:20]([C:24]1[CH:29]=[CH:28][C:27]([S:30](Cl)(=[O:32])=[O:31])=[CH:26][CH:25]=1)([CH3:23])([CH3:22])[CH3:21], predict the reaction product. The product is: [C:20]([C:24]1[CH:29]=[CH:28][C:27]([S:30]([N:17]([C:16]2[CH:18]=[CH:19][C:13]([CH2:11][CH3:12])=[CH:14][CH:15]=2)[CH2:2][C:3]([N:8]([CH2:9][CH3:10])[CH2:6][CH3:7])=[O:4])(=[O:32])=[O:31])=[CH:26][CH:25]=1)([CH3:23])([CH3:21])[CH3:22]. (9) Given the reactants [CH3:1][C:2]1([CH3:7])[CH2:6][CH2:5][CH2:4][NH:3]1.Cl.[Cl:9][C:10]1[CH:15]=[CH:14][C:13]([NH:16]N)=[CH:12][CH:11]=1.[CH3:18][N:19]1[CH2:24][CH2:23][C:22](=O)[CH2:21][CH2:20]1.[CH2:26](N(CC)CC)[CH3:27], predict the reaction product. The product is: [Cl:9][C:10]1[CH:15]=[CH:14][C:13]2[N:16]([CH2:26][CH2:27][N:3]3[CH2:4][CH2:5][CH2:6][C:2]3([CH3:7])[CH3:1])[C:22]3[CH2:21][CH2:20][N:19]([CH3:18])[CH2:24][C:23]=3[C:12]=2[CH:11]=1.